This data is from Catalyst prediction with 721,799 reactions and 888 catalyst types from USPTO. The task is: Predict which catalyst facilitates the given reaction. (1) Reactant: [N+](C1C=[C:6]([CH:9]=[CH:10]C=1)[CH:7]=[O:8])([O-])=O.[C:12]([OH:16])(=O)[CH2:13]C.N1CCCC[CH2:18]1. Product: [CH:12]([O:16][C:7](=[O:8])[CH2:6][CH2:9][CH3:10])([CH3:13])[CH3:18]. The catalyst class is: 32. (2) Reactant: C([O:5][C:6](=[O:37])[CH2:7][O:8][CH2:9][CH:10]([CH3:36])[CH2:11][O:12][C:13]1[C:14]2[C:21]([C:22]3[CH:27]=[CH:26][C:25]([O:28][CH3:29])=[CH:24][CH:23]=3)=[C:20]([C:30]3[CH:35]=[CH:34][CH:33]=[CH:32][CH:31]=3)[O:19][C:15]=2[N:16]=[CH:17][N:18]=1)(C)(C)C. Product: [CH3:29][O:28][C:25]1[CH:24]=[CH:23][C:22]([C:21]2[C:14]3[C:13]([O:12][CH2:11][CH:10]([CH3:36])[CH2:9][O:8][CH2:7][C:6]([OH:37])=[O:5])=[N:18][CH:17]=[N:16][C:15]=3[O:19][C:20]=2[C:30]2[CH:31]=[CH:32][CH:33]=[CH:34][CH:35]=2)=[CH:27][CH:26]=1. The catalyst class is: 89. (3) Reactant: [CH2:1]([O:3][C:4]([C:6]1[CH2:13][C:9]2([CH2:12][CH2:11][CH2:10]2)[O:8][N:7]=1)=[O:5])[CH3:2].CSC.B. Product: [CH2:1]([O:3][C:4]([CH:6]1[CH2:13][C:9]2([CH2:10][CH2:11][CH2:12]2)[O:8][NH:7]1)=[O:5])[CH3:2]. The catalyst class is: 7. (4) Reactant: [Cl:1][C:2]1[C:3]([C:11]([OH:13])=[O:12])=[CH:4][CH:5]=[C:6]2[C:10]=1[NH:9][CH:8]=[CH:7]2.[C:14]1(=O)[CH2:19][CH2:18][CH2:17][CH2:16][CH2:15]1.N1C2C(=CC=CC=2)C=C1.C[O-].[Na+]. Product: [Cl:1][C:2]1[C:3]([C:11]([OH:13])=[O:12])=[CH:4][CH:5]=[C:6]2[C:10]=1[NH:9][CH:8]=[C:7]2[C:14]1[CH2:19][CH2:18][CH2:17][CH2:16][CH:15]=1. The catalyst class is: 5.